From a dataset of Catalyst prediction with 721,799 reactions and 888 catalyst types from USPTO. Predict which catalyst facilitates the given reaction. (1) Reactant: [Na+].[S:2]([C:6]1[CH:7]=[C:8]([C:15]([O-:17])=[O:16])[CH:9]=[C:10]([CH:14]=1)[C:11]([O-:13])=[O:12])([OH:5])(=[O:4])=[O:3].[Na+].[Na].[Cl-].[Ca+2:21].[Cl-]. Product: [Ca+2:21].[S:2]([C:6]1[CH:7]=[C:8]([C:15]([O-:17])=[O:16])[CH:9]=[C:10]([CH:14]=1)[C:11]([O-:13])=[O:12])([OH:5])(=[O:4])=[O:3]. The catalyst class is: 6. (2) Product: [F:1][C:2]([F:26])([F:25])[CH2:3][NH:4][C:5]([C:7]1([CH2:20][CH2:21][CH2:22][CH2:23][N:30]2[CH2:31][CH2:32][N:27]([C:33]3[O:34][C:35]4[CH:41]=[CH:40][CH:39]=[CH:38][C:36]=4[N:37]=3)[CH2:28][CH2:29]2)[C:19]2[CH:18]=[CH:17][CH:16]=[CH:15][C:14]=2[C:13]2[C:8]1=[CH:9][CH:10]=[CH:11][CH:12]=2)=[O:6]. The catalyst class is: 7. Reactant: [F:1][C:2]([F:26])([F:25])[CH2:3][NH:4][C:5]([C:7]1([CH2:20][CH2:21][CH2:22][CH2:23]Br)[C:19]2[CH:18]=[CH:17][CH:16]=[CH:15][C:14]=2[C:13]2[C:8]1=[CH:9][CH:10]=[CH:11][CH:12]=2)=[O:6].[N:27]1([C:33]2[O:34][C:35]3[CH:41]=[CH:40][CH:39]=[CH:38][C:36]=3[N:37]=2)[CH2:32][CH2:31][NH:30][CH2:29][CH2:28]1.C(N(CC)CC)C. (3) Reactant: [O:1]1[C:5]2[CH:6]=[CH:7][C:8]([S:10][C:11]3[N:12](CC4C=CC(OC)=CC=4)[C:13]4[CH:18]=[CH:17][N:16]=[C:15]([NH2:19])[C:14]=4[N:20]=3)=[CH:9][C:4]=2[CH:3]=[CH:2]1. Product: [O:1]1[C:5]2[CH:6]=[CH:7][C:8]([S:10][C:11]3[NH:12][C:13]4[CH:18]=[CH:17][N:16]=[C:15]([NH2:19])[C:14]=4[N:20]=3)=[CH:9][C:4]=2[CH:3]=[CH:2]1. The catalyst class is: 55. (4) Reactant: [H-].[Al+3].[Li+].[H-].[H-].[H-].[Cl:7][C:8]1[CH:13]=[C:12]([NH:14][C:15]2[CH:20]=[CH:19][N:18]=[CH:17][N:16]=2)[C:11](=[O:21])[N:10]2[C:22]([CH2:31][C:32](OC)=[O:33])([CH2:26][C:27](OC)=[O:28])[NH:23][C:24](=[O:25])[C:9]=12. Product: [Cl:7][C:8]1[CH:13]=[C:12]([NH:14][C:15]2[CH:20]=[CH:19][N:18]=[CH:17][N:16]=2)[C:11](=[O:21])[N:10]2[C:22]([CH2:26][CH2:27][OH:28])([CH2:31][CH2:32][OH:33])[NH:23][C:24](=[O:25])[C:9]=12. The catalyst class is: 7. (5) Reactant: FC(F)(F)C(NCC1C=CC=CC=1C(O)=O)=[O:4].[CH:18]1([N:24]=[C:25]=[N:26][CH:27]2[CH2:32][CH2:31][CH2:30][CH2:29][CH2:28]2)[CH2:23][CH2:22][CH2:21][CH2:20][CH2:19]1. Product: [C:25]([NH:24][CH:18]1[CH2:19][CH2:20][CH2:21][CH2:22][CH2:23]1)([NH:26][CH:27]1[CH2:32][CH2:31][CH2:30][CH2:29][CH2:28]1)=[O:4]. The catalyst class is: 7.